Task: Predict the reactants needed to synthesize the given product.. Dataset: Full USPTO retrosynthesis dataset with 1.9M reactions from patents (1976-2016) (1) Given the product [CH2:1]([O:3][CH:4]([O:13][CH2:14][CH3:15])[C:5]1[CH:12]=[CH:11][C:8]([CH2:9][NH:43][CH2:42][C:38]2[N:37]([CH2:36][O:35][CH2:34][CH2:33][Si:32]([CH3:45])([CH3:44])[CH3:31])[CH:41]=[CH:40][N:39]=2)=[CH:7][CH:6]=1)[CH3:2], predict the reactants needed to synthesize it. The reactants are: [CH2:1]([O:3][CH:4]([O:13][CH2:14][CH3:15])[C:5]1[CH:12]=[CH:11][C:8]([CH:9]=O)=[CH:7][CH:6]=1)[CH3:2].C[Si](C)(C)CCOCN1C=CN=C1C=O.[CH3:31][Si:32]([CH3:45])([CH3:44])[CH2:33][CH2:34][O:35][CH2:36][N:37]1[CH:41]=[CH:40][N:39]=[C:38]1[CH2:42][NH2:43]. (2) Given the product [CH2:18]([N:5]1[C:4](=[O:3])[CH2:10][CH2:9][N:8]([C:11]([O:13][C:14]([CH3:17])([CH3:16])[CH3:15])=[O:12])[CH2:7][CH2:6]1)[C:19]1[CH:24]=[CH:23][CH:22]=[CH:21][CH:20]=1, predict the reactants needed to synthesize it. The reactants are: [H-].[Na+].[O:3]=[C:4]1[CH2:10][CH2:9][N:8]([C:11]([O:13][C:14]([CH3:17])([CH3:16])[CH3:15])=[O:12])[CH2:7][CH2:6][NH:5]1.[CH2:18](Br)[C:19]1[CH:24]=[CH:23][CH:22]=[CH:21][CH:20]=1. (3) Given the product [OH:41][C@@H:39]([CH3:40])[CH2:38][NH:37][C:30](=[O:32])[C:29]1[CH:33]=[CH:34][CH:35]=[CH:36][C:28]=1[S:27][CH2:26][C:16]1[C:17]2[CH2:18][CH2:19][CH2:20][C:21](=[O:25])[C:22]=2[CH:23]=[CH:24][C:15]=1[O:14][C@@H:7]([C:8]1[CH:13]=[CH:12][CH:11]=[CH:10][CH:9]=1)[CH2:6][N:1]1[CH:5]=[CH:4][N:3]=[CH:2]1, predict the reactants needed to synthesize it. The reactants are: [N:1]1([CH2:6][C@@H:7]([O:14][C:15]2[CH:24]=[CH:23][C:22]3[C:21](=[O:25])[CH2:20][CH2:19][CH2:18][C:17]=3[C:16]=2[CH2:26][S:27][C:28]2[CH:36]=[CH:35][CH:34]=[CH:33][C:29]=2[C:30]([OH:32])=O)[C:8]2[CH:13]=[CH:12][CH:11]=[CH:10][CH:9]=2)[CH:5]=[CH:4][N:3]=[CH:2]1.[NH2:37][CH2:38][C@@H:39]([OH:41])[CH3:40]. (4) Given the product [CH3:1][O:2][C:3]1[C:4](=[O:15])[N:5]([CH3:14])[CH:6]=[CH:7][C:8]=1[C:9]([OH:11])=[O:10], predict the reactants needed to synthesize it. The reactants are: [CH3:1][O:2][C:3]1[C:4](=[O:15])[N:5]([CH3:14])[CH:6]=[CH:7][C:8]=1[C:9]([O:11]CC)=[O:10].Cl. (5) Given the product [CH:1](=[C:8]1[CH2:12][N:11]([C:13]([C:35]2[CH:34]=[CH:33][C:32]([C:23]3[CH:24]=[CH:25][CH:26]=[CH:27][CH:28]=3)=[CH:37][CH:36]=2)=[O:15])[C@H:10]([C:20]([NH:43][CH2:42][CH2:41][N:40]([CH2:44][CH3:45])[CH2:38][CH3:39])=[O:22])[CH2:9]1)[C:2]1[CH:3]=[CH:4][CH:5]=[CH:6][CH:7]=1, predict the reactants needed to synthesize it. The reactants are: [CH:1](=[C:8]1[CH2:12][N:11]([C:13]([O:15]C(C)(C)C)=O)[C@H:10]([C:20]([OH:22])=O)[CH2:9]1)[C:2]1[CH:7]=[CH:6][CH:5]=[CH:4][CH:3]=1.[C:23]1([C:32]2[CH:37]=[CH:36][CH:35]=[CH:34][CH:33]=2)[CH:28]=[CH:27][C:26](C(Cl)=O)=[CH:25][CH:24]=1.[CH2:38]([N:40]([CH2:44][CH3:45])[CH2:41][CH2:42][NH2:43])[CH3:39]. (6) Given the product [OH:18][CH2:17][C:15]1[C:14]([C:19]([F:22])([F:21])[F:20])=[N:13][N:12]([CH2:11][C:7]2[CH:8]=[C:9]3[C:4](=[CH:5][CH:6]=2)[CH2:3][C@H:2]([NH:1][S:31]([CH3:30])(=[O:33])=[O:32])[CH2:10]3)[CH:16]=1, predict the reactants needed to synthesize it. The reactants are: [NH2:1][C@@H:2]1[CH2:10][C:9]2[C:4](=[CH:5][CH:6]=[C:7]([CH2:11][N:12]3[CH:16]=[C:15]([CH2:17][OH:18])[C:14]([C:19]([F:22])([F:21])[F:20])=[N:13]3)[CH:8]=2)[CH2:3]1.C(N(CC)CC)C.[CH3:30][S:31](Cl)(=[O:33])=[O:32]. (7) Given the product [CH3:24][N:25]([CH3:36])[CH2:26][CH2:27][NH:28][C:29]1[CH:35]=[CH:34][C:32]([NH:33]/[C:4](=[C:11]2\[C:12](=[O:23])[NH:13][C:14]3[C:19]\2=[CH:18][C:17]([N+:20]([O-:22])=[O:21])=[CH:16][CH:15]=3)/[C:5]2[CH:10]=[CH:9][CH:8]=[CH:7][CH:6]=2)=[CH:31][CH:30]=1, predict the reactants needed to synthesize it. The reactants are: C(O[C:4](=[C:11]1[C:19]2[C:14](=[CH:15][CH:16]=[C:17]([N+:20]([O-:22])=[O:21])[CH:18]=2)[NH:13][C:12]1=[O:23])[C:5]1[CH:10]=[CH:9][CH:8]=[CH:7][CH:6]=1)C.[CH3:24][N:25]([CH3:36])[CH2:26][CH2:27][NH:28][C:29]1[CH:35]=[CH:34][C:32]([NH2:33])=[CH:31][CH:30]=1.